Task: Predict the reactants needed to synthesize the given product.. Dataset: Retrosynthesis with 50K atom-mapped reactions and 10 reaction types from USPTO Given the product CN(Cc1ccccc1)[C@H]1CC[C@H](NC(=O)OC(C)(C)C)CC1, predict the reactants needed to synthesize it. The reactants are: CC(C)(C)OC(=O)NC1CCC(=O)CC1.CNCc1ccccc1.